Predict the reaction yield, written as a fraction of the theoretical maximum amount of product (1.0 means a 100% yield; for example, 0.34 means a 34% yield). From a dataset of Reaction yield outcomes from USPTO patents with 853,638 reactions. The reactants are [CH2:1]([O:5][C:6]1[C:18]([O:19][CH3:20])=[CH:17][CH:16]=[CH:15][C:7]=1[CH2:8][N:9]([CH3:14])[C:10](=[O:13])[CH:11]=[CH2:12])[CH:2]([CH3:4])[CH3:3].C(N(C(C)C)CC)(C)C.Br[C:31]1[CH:44]=[N:43][C:34]2[NH:35][C:36](=[O:42])[C:37]([CH3:41])([CH3:40])[NH:38][CH2:39][C:33]=2[CH:32]=1.CC1C=CC=CC=1P(C1C=CC=CC=1C)C1C=CC=CC=1C. The catalyst is C(#N)CC.CN(C=O)C.CC([O-])=O.CC([O-])=O.[Pd+2]. The product is [CH3:40][C:37]1([CH3:41])[C:36](=[O:42])[NH:35][C:34]2[N:43]=[CH:44][C:31](/[CH:12]=[CH:11]/[C:10]([N:9]([CH2:8][C:7]3[CH:15]=[CH:16][CH:17]=[C:18]([O:19][CH3:20])[C:6]=3[O:5][CH2:1][CH:2]([CH3:3])[CH3:4])[CH3:14])=[O:13])=[CH:32][C:33]=2[CH2:39][NH:38]1. The yield is 0.320.